Dataset: Catalyst prediction with 721,799 reactions and 888 catalyst types from USPTO. Task: Predict which catalyst facilitates the given reaction. (1) Reactant: Br[C:2]1[CH:7]=[CH:6][C:5]([C:8]2[C:16]3[C:15]([NH2:17])=[N:14][CH:13]=[N:12][C:11]=3[S:10][C:9]=2[CH3:18])=[CH:4][CH:3]=1.C([Li])CCC.[C:24](=[O:26])=[O:25].Cl. Product: [NH2:17][C:15]1[C:16]2[C:8]([C:5]3[CH:6]=[CH:7][C:2]([C:24]([OH:26])=[O:25])=[CH:3][CH:4]=3)=[C:9]([CH3:18])[S:10][C:11]=2[N:12]=[CH:13][N:14]=1. The catalyst class is: 20. (2) Reactant: [C:1]([O:8][CH:9]1[CH:14]([CH:15]([CH3:17])[CH3:16])[CH2:13][CH2:12][CH:11]([CH3:18])[CH2:10]1)(=[O:7])[CH2:2][CH2:3][C:4]([O-:6])=[O:5].C(=O)(O)[O-].[Na+:23]. Product: [C:1]([O:8][CH:9]1[CH:14]([CH:15]([CH3:17])[CH3:16])[CH2:13][CH2:12][CH:11]([CH3:18])[CH2:10]1)(=[O:7])[CH2:2][CH2:3][C:4]([O-:6])=[O:5].[Na+:23]. The catalyst class is: 8. (3) Reactant: [CH3:1][N:2]1[CH2:7][CH2:6][N:5]([C:8]([O:10][C@@H:11]2[N:20]([C:21]3[CH:22]=[CH:23][C:24]([Cl:27])=[CH:25][N:26]=3)[C:18](=[O:19])[C:13]3[N:14]=[CH:15][CH:16]=[N:17][C:12]2=3)=[O:9])[CH2:4][CH2:3]1.[C:28]([OH:36])(=[O:35])[CH:29]([CH2:31][C:32]([OH:34])=[O:33])[OH:30].CN1CCN(C(OC2N(C3C=CC(Cl)=CN=3)C(=O)C3N=CC=NC2=3)=O)CC1. Product: [CH3:1][N:2]1[CH2:7][CH2:6][N:5]([C:8]([O:10][C@@H:11]2[N:20]([C:21]3[CH:22]=[CH:23][C:24]([Cl:27])=[CH:25][N:26]=3)[C:18](=[O:19])[C:13]3[N:14]=[CH:15][CH:16]=[N:17][C:12]2=3)=[O:9])[CH2:4][CH2:3]1.[C:28]([O-:36])(=[O:35])[C@H:29]([CH2:31][C:32]([O-:34])=[O:33])[OH:30]. The catalyst class is: 13. (4) Reactant: [Cl:1][C:2]1[CH:3]=[C:4]2[C:9](=[CH:10][CH:11]=1)[N:8]=[CH:7][C:6]([N+:12]([O-])=O)=[C:5]2[NH:15][CH3:16].S(S([O-])=O)([O-])=O.[Na+].[Na+].O. Product: [Cl:1][C:2]1[CH:3]=[C:4]2[C:9](=[CH:10][CH:11]=1)[N:8]=[CH:7][C:6]([NH2:12])=[C:5]2[NH:15][CH3:16]. The catalyst class is: 14.